This data is from Full USPTO retrosynthesis dataset with 1.9M reactions from patents (1976-2016). The task is: Predict the reactants needed to synthesize the given product. (1) Given the product [CH2:1]([O:3][C:4]([C:6]1[O:7][C:8]2[CH:15]=[C:14]([OH:16])[C:13]([Cl:18])=[CH:12][C:9]=2[C:10]=1[CH3:11])=[O:5])[CH3:2], predict the reactants needed to synthesize it. The reactants are: [CH2:1]([O:3][C:4]([C:6]1[O:7][C:8]2[CH:15]=[C:14]([O:16]C)[C:13]([Cl:18])=[CH:12][C:9]=2[C:10]=1[CH3:11])=[O:5])[CH3:2].B(Br)(Br)Br.Cl.CCCCCC.CCOC(C)=O. (2) Given the product [ClH:18].[Cl:18][C:19]1[CH:20]=[C:21]2[C:25](=[CH:26][CH:27]=1)[C@@H:24]([NH2:28])[CH2:23][C:22]2([CH3:39])[CH3:38], predict the reactants needed to synthesize it. The reactants are: C([O-])(=O)C.[Pb+4].C([O-])(=O)C.C([O-])(=O)C.C([O-])(=O)C.[Cl:18][C:19]1[CH:20]=[C:21]2[C:25](=[CH:26][CH:27]=1)[C@@H:24]([NH:28][C@H](C1C=CC=CC=1)CO)[CH2:23][C:22]2([CH3:39])[CH3:38].C(=O)([O-])[O-].[Na+].[Na+].C(Cl)Cl. (3) Given the product [CH3:1][O:2][C:3]([C@@H:5]1[CH2:10][CH2:9][C@H:8]([O:11][C:12]2[CH:20]=[CH:19][C:15]([C:16]([Cl:24])=[O:17])=[CH:14][CH:13]=2)[CH2:7][CH2:6]1)=[O:4], predict the reactants needed to synthesize it. The reactants are: [CH3:1][O:2][C:3]([C@@H:5]1[CH2:10][CH2:9][C@H:8]([O:11][C:12]2[CH:20]=[CH:19][C:15]([C:16](O)=[O:17])=[CH:14][CH:13]=2)[CH2:7][CH2:6]1)=[O:4].C(Cl)(=O)C([Cl:24])=O. (4) Given the product [CH3:10][O:9][C:7](=[O:8])[C:6]1[CH:11]=[C:12]([O:14][CH2:22][CH3:23])[CH:13]=[C:4]([C:3]([O:2][CH3:1])=[O:15])[CH:5]=1, predict the reactants needed to synthesize it. The reactants are: [CH3:1][O:2][C:3](=[O:15])[C:4]1[CH:13]=[C:12]([OH:14])[CH:11]=[C:6]([C:7]([O:9][CH3:10])=[O:8])[CH:5]=1.C([O-])([O-])=O.[K+].[K+].[CH2:22](I)[CH3:23]. (5) Given the product [Cl:1][C:2]1[CH:3]=[C:4]([C:22]2[CH:27]=[CH:26][CH:25]=[CH:24][C:23]=2[N:28]([CH3:34])[S:29]([CH3:32])(=[O:31])=[O:30])[N:5]2[C:10]=1[CH:9]=[N:8][C:7]([S:11][CH3:12])=[N:6]2, predict the reactants needed to synthesize it. The reactants are: [Cl:1][C:2]1[CH:3]=[C:4](I)[N:5]2[C:10]=1[CH:9]=[N:8][C:7]([S:11][CH3:12])=[N:6]2.CC1(C)C(C)(C)OB([C:22]2[CH:27]=[CH:26][CH:25]=[CH:24][C:23]=2[NH:28][S:29]([CH3:32])(=[O:31])=[O:30])O1.[C:34](=O)([O-])[O-].[Na+].[Na+].S(OC)(OC)(=O)=O. (6) The reactants are: [F:1][C:2]1[CH:3]=[C:4]([CH:9]2[S:14][CH2:13][CH2:12][CH2:11][S:10]2)[CH:5]=[C:6]([F:8])[CH:7]=1.[Li]CCCC.[F:20][CH:21]([F:31])[O:22][C:23]1[CH:24]=[C:25]([CH:28]=[CH:29][CH:30]=1)[CH:26]=[O:27]. Given the product [F:20][CH:21]([F:31])[O:22][C:23]1[CH:24]=[C:25]([CH:26]([C:9]2([C:4]3[CH:5]=[C:6]([F:8])[CH:7]=[C:2]([F:1])[CH:3]=3)[S:10][CH2:11][CH2:12][CH2:13][S:14]2)[OH:27])[CH:28]=[CH:29][CH:30]=1, predict the reactants needed to synthesize it. (7) Given the product [Br:8][C:9]1[CH:14]=[CH:13][C:12]([S:15][CH:2]2[CH2:7][CH2:6][O:5][CH2:4][CH2:3]2)=[CH:11][CH:10]=1, predict the reactants needed to synthesize it. The reactants are: I[CH:2]1[CH2:7][CH2:6][O:5][CH2:4][CH2:3]1.[Br:8][C:9]1[CH:14]=[CH:13][C:12]([SH:15])=[CH:11][CH:10]=1.C(=O)([O-])[O-].[K+].[K+]. (8) Given the product [F:19][C:20]1[CH:21]=[C:22]2[C:23](=[CH:24][CH:25]=1)[NH:26][C:14]1[CH2:15][CH2:16][C:11]3([O:10][CH2:9][CH2:8][O:7]3)[CH2:12][C:13]2=1, predict the reactants needed to synthesize it. The reactants are: [O-]S([O-])(=O)=O.[Mg+2].[O:7]1[C:11]2([CH2:16][CH2:15][C:14](=O)[CH2:13][CH2:12]2)[O:10][CH2:9][CH2:8]1.Cl.[F:19][C:20]1[CH:25]=[CH:24][C:23]([NH:26]N)=[CH:22][CH:21]=1. (9) The reactants are: [CH2:1]([C:8]1[N:9]=[N:10][C:11]2[C:16]([C:17]=1[C:18]1[CH:19]=[C:20]([NH2:24])[CH:21]=[CH:22][CH:23]=1)=[CH:15][CH:14]=[CH:13][C:12]=2[Cl:25])[C:2]1[CH:7]=[CH:6][CH:5]=[CH:4][CH:3]=1.[CH3:26][N:27]1[C:35]2[C:30](=[CH:31][CH:32]=[CH:33][CH:34]=2)[CH:29]=[C:28]1[CH:36]=O. Given the product [CH2:1]([C:8]1[N:9]=[N:10][C:11]2[C:16]([C:17]=1[C:18]1[CH:19]=[C:20]([NH:24][CH2:36][C:28]3[N:27]([CH3:26])[C:35]4[C:30]([CH:29]=3)=[CH:31][CH:32]=[CH:33][CH:34]=4)[CH:21]=[CH:22][CH:23]=1)=[CH:15][CH:14]=[CH:13][C:12]=2[Cl:25])[C:2]1[CH:7]=[CH:6][CH:5]=[CH:4][CH:3]=1, predict the reactants needed to synthesize it.